Dataset: Reaction yield outcomes from USPTO patents with 853,638 reactions. Task: Predict the reaction yield, written as a fraction of the theoretical maximum amount of product (1.0 means a 100% yield; for example, 0.34 means a 34% yield). (1) The reactants are [NH2:1][C:2]1[CH:6]=[CH:5][S:4][C:3]=1C(OC)=O.[OH-].[Na+].C(O)C.C(O[CH:19]=[C:20]([C:26]([O:28][CH2:29][CH3:30])=[O:27])[C:21]([O:23][CH2:24][CH3:25])=[O:22])C. The catalyst is C(O)(=O)C. The product is [S:4]1[CH:5]=[CH:6][C:2]([NH:1][CH:19]=[C:20]([C:21]([O:23][CH2:24][CH3:25])=[O:22])[C:26]([O:28][CH2:29][CH3:30])=[O:27])=[CH:3]1. The yield is 0.590. (2) The reactants are [OH-].[Na+].C[O:4][C:5](=[O:40])[CH2:6][C:7]1[CH:8]=[N:9][CH:10]=[C:11]([C:13]2[CH:18]=[CH:17][C:16]([C:19]([CH2:37][CH3:38])([C:22]3[CH:27]=[CH:26][C:25]([O:28][CH2:29][CH:30]([OH:35])[C:31]([CH3:34])([CH3:33])[CH3:32])=[C:24]([CH3:36])[CH:23]=3)[CH2:20][CH3:21])=[CH:15][C:14]=2[CH3:39])[CH:12]=1.[Cl-].[NH4+]. The catalyst is CO. The product is [CH2:20]([C:19]([C:16]1[CH:17]=[CH:18][C:13]([C:11]2[CH:12]=[C:7]([CH2:6][C:5]([OH:40])=[O:4])[CH:8]=[N:9][CH:10]=2)=[C:14]([CH3:39])[CH:15]=1)([C:22]1[CH:27]=[CH:26][C:25]([O:28][CH2:29][CH:30]([OH:35])[C:31]([CH3:33])([CH3:34])[CH3:32])=[C:24]([CH3:36])[CH:23]=1)[CH2:37][CH3:38])[CH3:21]. The yield is 0.560. (3) The reactants are [Cl:1][C:2]1[CH:7]=[CH:6][C:5]([N:8]([C:12]2[CH:17]=[CH:16][CH:15]=[CH:14][C:13]=2[C:18]([F:21])([F:20])[F:19])[C:9](=[O:11])[NH2:10])=[CH:4][C:3]=1C(O)=O.[NH2:25][C:26]1[CH:27]=[N:28][CH:29]=[CH:30][CH:31]=1.C(Cl)Cl.CS(C)=O.[CH2:39]1[CH2:43][O:42][CH2:41][CH2:40]1. The catalyst is ClCCCl. The product is [Cl:1][C:2]1([C:9](=[O:11])[NH:8][C:5]2[CH:6]=[CH:41][CH:40]=[C:39]([C:43](=[O:42])[NH:25][C:26]3[CH:27]=[N:28][CH:29]=[CH:30][CH:31]=3)[CH:4]=2)[CH:7]=[CH:6][C:5]([N:8]([C:12]2[CH:17]=[CH:16][CH:15]=[CH:14][C:13]=2[C:18]([F:20])([F:21])[F:19])[C:9](=[O:11])[NH2:10])=[CH:4][CH2:3]1. The yield is 0.590. (4) The reactants are Cl[C:2]1[CH:10]=[CH:9][CH:8]=[C:7]2[C:3]=1[CH:4]=[N:5][N:6]2[CH:11]1[CH2:16][CH2:15][CH2:14][CH2:13][O:12]1.CS(C)=O.[B:21]1([B:21]2[O:25][C:24]([CH3:27])([CH3:26])[C:23]([CH3:29])([CH3:28])[O:22]2)[O:25][C:24]([CH3:27])([CH3:26])[C:23]([CH3:29])([CH3:28])[O:22]1.C([O-])(=O)C.[K+]. The catalyst is Cl[Pd](Cl)([P](C1C=CC=CC=1)(C1C=CC=CC=1)C1C=CC=CC=1)[P](C1C=CC=CC=1)(C1C=CC=CC=1)C1C=CC=CC=1.C1(P(C2CCCCC2)C2CCCCC2)CCCCC1.CCOC(C)=O. The product is [O:12]1[CH2:13][CH2:14][CH2:15][CH2:16][CH:11]1[N:6]1[C:7]2[C:3](=[C:2]([B:21]3[O:25][C:24]([CH3:27])([CH3:26])[C:23]([CH3:29])([CH3:28])[O:22]3)[CH:10]=[CH:9][CH:8]=2)[CH:4]=[N:5]1. The yield is 1.00. (5) The reactants are C(OC([NH:8][C@@H:9]([C:20]1[CH:25]=[CH:24][C:23]([O:26][C:27]2[C:36]3[C:31](=[CH:32][C:33]([O:39][CH3:40])=[C:34]([O:37][CH3:38])[CH:35]=3)[N:30]=[CH:29][N:28]=2)=[CH:22][CH:21]=1)[C:10]([NH:12][C:13]1[S:14][C:15]([CH3:19])=[C:16]([CH3:18])[N:17]=1)=[O:11])=O)(C)(C)C.FC(F)(F)C(O)=O. No catalyst specified. The product is [NH2:8][C@@H:9]([C:20]1[CH:25]=[CH:24][C:23]([O:26][C:27]2[C:36]3[C:31](=[CH:32][C:33]([O:39][CH3:40])=[C:34]([O:37][CH3:38])[CH:35]=3)[N:30]=[CH:29][N:28]=2)=[CH:22][CH:21]=1)[C:10]([NH:12][C:13]1[S:14][C:15]([CH3:19])=[C:16]([CH3:18])[N:17]=1)=[O:11]. The yield is 0.340. (6) The reactants are [CH2:1]([Li])[CH2:2][CH2:3][CH3:4].[O:6]1[C:10]2(CCC(=O)[CH2:12][CH2:11]2)[O:9][CH2:8][CH2:7]1. The catalyst is [Br-].C[P+](C1C=CC=CC=1)(C1C=CC=CC=1)C1C=CC=CC=1.C1COCC1. The product is [CH2:4]=[C:3]1[CH2:12][CH2:11][C:10]2([O:9][CH2:8][CH2:7][O:6]2)[CH2:1][CH2:2]1. The yield is 0.790.